The task is: Predict the reactants needed to synthesize the given product.. This data is from Full USPTO retrosynthesis dataset with 1.9M reactions from patents (1976-2016). (1) Given the product [ClH:38].[C:1]1([S:7]([C:10]2[CH:11]=[C:12]3[C:16](=[CH:17][CH:18]=2)[N:15]([C:19]2[CH:24]=[CH:23][CH:22]=[CH:21][CH:20]=2)[C:14]2[CH2:25][CH:26]4[NH:30][CH:29]([C:13]3=2)[CH2:28][CH2:27]4)(=[O:9])=[O:8])[CH:2]=[CH:3][CH:4]=[CH:5][CH:6]=1, predict the reactants needed to synthesize it. The reactants are: [C:1]1([S:7]([C:10]2[CH:18]=[CH:17][C:16]3[N:15]([C:19]4[CH:24]=[CH:23][CH:22]=[CH:21][CH:20]=4)[C:14]4[CH2:25][CH:26]5[NH:30][CH:29]([C:13]=4[C:12]=3[C:11]=2C(OC(C)(C)C)=O)[CH2:28][CH2:27]5)(=[O:9])=[O:8])[CH:6]=[CH:5][CH:4]=[CH:3][CH:2]=1.[ClH:38]. (2) Given the product [Br:1][C:2]1[CH:3]=[C:4]([CH2:8][CH2:9][CH2:10][C:12]#[N:14])[CH:5]=[CH:6][CH:7]=1, predict the reactants needed to synthesize it. The reactants are: [Br:1][C:2]1[CH:3]=[C:4]([CH2:8][CH2:9][CH2:10]O)[CH:5]=[CH:6][CH:7]=1.[CH2:12]([N:14](CC)CC)C.C1(C)C=CC(S(Cl)(=O)=O)=CC=1. (3) Given the product [CH3:17][N:12]1[C:11]([C:9]2[CH:10]=[C:5]3[N:4]([CH2:18][C:19]4([F:27])[CH2:24][CH2:23][C:22]([F:26])([F:25])[CH2:21][CH2:20]4)[CH:3]=[C:2]([C:36]4[CH:37]=[N:38][N:39]([CH2:41][C:42]([F:45])([F:44])[F:43])[CH:40]=4)[C:6]3=[N:7][CH:8]=2)=[C:15]([CH3:16])[N:14]=[N:13]1, predict the reactants needed to synthesize it. The reactants are: Br[C:2]1[C:6]2=[N:7][CH:8]=[C:9]([C:11]3[N:12]([CH3:17])[N:13]=[N:14][C:15]=3[CH3:16])[CH:10]=[C:5]2[N:4]([CH2:18][C:19]2([F:27])[CH2:24][CH2:23][C:22]([F:26])([F:25])[CH2:21][CH2:20]2)[CH:3]=1.CC1(C)C(C)(C)OB([C:36]2[CH:37]=[N:38][N:39]([CH2:41][C:42]([F:45])([F:44])[F:43])[CH:40]=2)O1.